This data is from Catalyst prediction with 721,799 reactions and 888 catalyst types from USPTO. The task is: Predict which catalyst facilitates the given reaction. (1) Reactant: [F:1][C:2]1[CH:7]=[C:6]([N+:8]([O-:10])=[O:9])[CH:5]=[CH:4][C:3]=1I.C([O-])(=O)C.[K+].[B:17]1([B:17]2[O:21][C:20]([CH3:23])([CH3:22])[C:19]([CH3:25])([CH3:24])[O:18]2)[O:21][C:20]([CH3:23])([CH3:22])[C:19]([CH3:25])([CH3:24])[O:18]1.N#N.C1(C)C=CC=CC=1. Product: [F:1][C:2]1[CH:7]=[C:6]([N+:8]([O-:10])=[O:9])[CH:5]=[CH:4][C:3]=1[B:17]1[O:21][C:20]([CH3:23])([CH3:22])[C:19]([CH3:25])([CH3:24])[O:18]1. The catalyst class is: 75. (2) Reactant: [Cl:1][C:2]1[C:7]([C:8](=O)[CH3:9])=[C:6](Cl)[N:5]=[CH:4][N:3]=1.O.[NH2:13][NH2:14]. Product: [Cl:1][C:2]1[N:3]=[CH:4][N:5]=[C:6]2[NH:13][N:14]=[C:8]([CH3:9])[C:7]=12. The catalyst class is: 12. (3) Reactant: [H-].[Na+].[Br:3][C:4]1[C:5]([CH3:10])=[N:6][S:7][C:8]=1N.[NH2:11][C:12]1[C:21]([C:22]([O:24]N2C3C=C(Cl)C=CC=3N=N2)=[O:23])=[C:15]2[N:16]=[CH:17][C:18]([F:20])=[CH:19][N:14]2[N:13]=1.O. Product: [NH2:11][C:12]1[C:21]([C:22]([O:24][C:8]2[S:7][N:6]=[C:5]([CH3:10])[C:4]=2[Br:3])=[O:23])=[C:15]2[N:16]=[CH:17][C:18]([F:20])=[CH:19][N:14]2[N:13]=1. The catalyst class is: 37. (4) The catalyst class is: 293. Product: [OH:26][CH2:25][CH2:24][N:22]1[CH:23]=[C:19]([C:15]2[CH:14]=[C:13]3[C:18](=[CH:17][CH:16]=2)[C:10](=[N:9][OH:8])[CH2:11][CH2:12]3)[C:20]([C:27]2[CH:28]=[CH:29][N:30]=[CH:31][CH:32]=2)=[N:21]1. Reactant: C([O:8]/[N:9]=[C:10]1\[CH2:11][CH2:12][C:13]2[C:18]\1=[CH:17][CH:16]=[C:15]([C:19]1[C:20]([C:27]3[CH:32]=[CH:31][N:30]=[CH:29][CH:28]=3)=[N:21][N:22]([CH2:24][CH2:25][OH:26])[CH:23]=1)[CH:14]=2)C1C=CC=CC=1.Cl.[H][H]. (5) Reactant: [CH2:1]([N:8]1[CH2:13][CH2:12][N:11]([C:14]2[C:22]3[O:21][C:20]([C:23]([O-])=[O:24])=[CH:19][C:18]=3[CH:17]=[C:16]([F:26])[CH:15]=2)[CH2:10][CH2:9]1)[C:2]1[CH:7]=[CH:6][CH:5]=[CH:4][CH:3]=1.[Li+].F[B-](F)(F)F.[C:33]1(=O)[N:37](OC(N(C)C)=[N+](C)C)[C:36](=O)CC1.C(N(CC)CC)C.Cl.CNC. Product: [CH2:1]([N:8]1[CH2:13][CH2:12][N:11]([C:14]2[C:22]3[O:21][C:20]([C:23]([N:37]([CH3:33])[CH3:36])=[O:24])=[CH:19][C:18]=3[CH:17]=[C:16]([F:26])[CH:15]=2)[CH2:10][CH2:9]1)[C:2]1[CH:7]=[CH:6][CH:5]=[CH:4][CH:3]=1. The catalyst class is: 9. (6) Reactant: [C:1]([C:3]1[CH:8]=[CH:7][C:6]([C:9]2([C:12]#[N:13])[CH2:11][CH2:10]2)=[CH:5][CH:4]=1)#[CH:2].[O:14]1CCCC1.Cl[N:20]1C(=O)C[CH2:22][C:21]1=O.C(N(CC)CC)C. Product: [CH3:22][C:21]1[C:1]([C:3]2[CH:8]=[CH:7][C:6]([C:9]3([C:12]#[N:13])[CH2:10][CH2:11]3)=[CH:5][CH:4]=2)=[CH:2][O:14][N:20]=1. The catalyst class is: 13.